From a dataset of Forward reaction prediction with 1.9M reactions from USPTO patents (1976-2016). Predict the product of the given reaction. (1) Given the reactants [Na+].[I-:2].S(C1C=CC(C)=CC=1)(O[CH2:7][CH2:8][O:9][CH2:10][CH2:11][O:12][CH:13]=[CH2:14])(=O)=O, predict the reaction product. The product is: [CH:13]([O:12][CH2:11][CH2:10][O:9][CH2:8][CH2:7][I:2])=[CH2:14]. (2) Given the reactants [Br:1][C:2]1[CH:3]=[C:4]([C:8]2[N:17]=[C:16]([C:18]([OH:20])=O)[C:15]3[CH2:14][CH2:13][CH2:12][CH2:11][C:10]=3[N:9]=2)[CH:5]=[CH:6][CH:7]=1.[Cl-].[NH4+:22], predict the reaction product. The product is: [Br:1][C:2]1[CH:3]=[C:4]([C:8]2[N:17]=[C:16]([C:18]([NH2:22])=[O:20])[C:15]3[CH2:14][CH2:13][CH2:12][CH2:11][C:10]=3[N:9]=2)[CH:5]=[CH:6][CH:7]=1. (3) The product is: [CH2:11]=[C:10]1[CH2:9][CH2:8][CH2:16][N:15]([C:19]([O:21][C:22]([CH3:25])([CH3:24])[CH3:23])=[O:20])[CH2:14]1. Given the reactants CCCCCC.[Li][CH2:8][CH2:9][CH2:10][CH3:11].O=C1CC[CH2:16][N:15]([C:19]([O:21][C:22]([CH3:25])([CH3:24])[CH3:23])=[O:20])[CH2:14]1.O, predict the reaction product. (4) Given the reactants Br[C:2]1[CH:3]=[N:4][C:5]2[N:6]([C:8]([CH2:11][C:12]3[CH:17]=[CH:16][C:15]([O:18][CH3:19])=[CH:14][CH:13]=3)=[CH:9][N:10]=2)[CH:7]=1.[CH3:20][N:21]1[CH:25]=[C:24](B2OC(C)(C)C(C)(C)O2)[CH:23]=[N:22]1.C([O-])([O-])=O.[K+].[K+], predict the reaction product. The product is: [CH3:19][O:18][C:15]1[CH:16]=[CH:17][C:12]([CH2:11][C:8]2[N:6]3[CH:7]=[C:2]([C:24]4[CH:23]=[N:22][N:21]([CH3:20])[CH:25]=4)[CH:3]=[N:4][C:5]3=[N:10][CH:9]=2)=[CH:13][CH:14]=1.